This data is from Forward reaction prediction with 1.9M reactions from USPTO patents (1976-2016). The task is: Predict the product of the given reaction. (1) Given the reactants [OH:1][CH2:2][CH2:3][C:4]1[CH:9]=[CH:8][C:7]([OH:10])=[CH:6][CH:5]=1.C(=O)([O-])[O-].[K+].[K+].[Br:17][CH2:18][CH2:19]Br, predict the reaction product. The product is: [Br:17][CH2:18][CH2:19][O:10][C:7]1[CH:8]=[CH:9][C:4]([CH2:3][CH2:2][OH:1])=[CH:5][CH:6]=1. (2) Given the reactants [CH2:1]([O:8][C:9]1[CH:10]=[CH:11][C:12](=[O:15])[NH:13][CH:14]=1)[C:2]1[CH:7]=[CH:6][CH:5]=[CH:4][CH:3]=1.[CH2:16]([NH:23][C:24]([C:26]1[S:30][C:29](Br)=[N:28][C:27]=1[CH3:32])=[O:25])[C:17]1[CH:22]=[CH:21][CH:20]=[CH:19][CH:18]=1, predict the reaction product. The product is: [CH2:16]([NH:23][C:24]([C:26]1[S:30][C:29]([N:13]2[CH:14]=[C:9]([O:8][CH2:1][C:2]3[CH:3]=[CH:4][CH:5]=[CH:6][CH:7]=3)[CH:10]=[CH:11][C:12]2=[O:15])=[N:28][C:27]=1[CH3:32])=[O:25])[C:17]1[CH:18]=[CH:19][CH:20]=[CH:21][CH:22]=1. (3) The product is: [Br:1][C:2]1[N:6]2[C:7]([N:29]3[CH2:30][CH2:31][N:26]([CH3:25])[CH2:27][CH2:28]3)=[CH:8][CH:9]=[CH:10][C:5]2=[N:4][C:3]=1[CH2:12][N:13]([CH3:24])[C@@H:14]1[C:23]2[N:22]=[CH:21][CH:20]=[CH:19][C:18]=2[CH2:17][CH2:16][CH2:15]1. Given the reactants [Br:1][C:2]1[N:6]2[C:7](F)=[CH:8][CH:9]=[CH:10][C:5]2=[N:4][C:3]=1[CH2:12][N:13]([CH3:24])[C@@H:14]1[C:23]2[N:22]=[CH:21][CH:20]=[CH:19][C:18]=2[CH2:17][CH2:16][CH2:15]1.[CH3:25][N:26]1[CH2:31][CH2:30][NH:29][CH2:28][CH2:27]1, predict the reaction product. (4) Given the reactants [CH2:1]([O:8][C:9]([N:11]1[CH2:16][CH2:15][CH:14]([C:17]2[NH:18][CH:19]=[C:20]([C:22]3[CH:27]=[CH:26][C:25]([F:28])=[C:24]([C:29]([F:32])([F:31])[F:30])[CH:23]=3)[N:21]=2)[CH2:13][CH2:12]1)=[O:10])[C:2]1[CH:7]=[CH:6][CH:5]=[CH:4][CH:3]=1.C[Si]([N-][Si](C)(C)C)(C)C.[Na+].Br[CH2:44][CH:45]1[O:49][CH2:48][CH2:47][O:46]1.CS(C)=O, predict the reaction product. The product is: [O:46]1[CH2:47][CH2:48][O:49][CH:45]1[CH2:44][N:18]1[CH:19]=[C:20]([C:22]2[CH:27]=[CH:26][C:25]([F:28])=[C:24]([C:29]([F:32])([F:30])[F:31])[CH:23]=2)[N:21]=[C:17]1[CH:14]1[CH2:13][CH2:12][N:11]([C:9]([O:8][CH2:1][C:2]2[CH:7]=[CH:6][CH:5]=[CH:4][CH:3]=2)=[O:10])[CH2:16][CH2:15]1. (5) The product is: [O:17]([C:14]1[CH:13]=[CH:12][C:11]([C:10]2[C:3]3[C:2]([NH2:34])=[N:7][CH:6]=[N:5][C:4]=3[N:8]([CH:24]3[CH2:33][CH2:32][C:27]4([O:28][CH2:29][CH2:30][O:31]4)[CH2:26][CH2:25]3)[CH:9]=2)=[CH:16][CH:15]=1)[C:18]1[CH:19]=[CH:20][CH:21]=[CH:22][CH:23]=1. Given the reactants Cl[C:2]1[C:3]2[C:10]([C:11]3[CH:16]=[CH:15][C:14]([O:17][C:18]4[CH:23]=[CH:22][CH:21]=[CH:20][CH:19]=4)=[CH:13][CH:12]=3)=[CH:9][N:8]([CH:24]3[CH2:33][CH2:32][C:27]4([O:31][CH2:30][CH2:29][O:28]4)[CH2:26][CH2:25]3)[C:4]=2[N:5]=[CH:6][N:7]=1.[NH3:34], predict the reaction product. (6) Given the reactants I[C:2]1[CH:3]=[N:4][N:5]([CH3:7])[CH:6]=1.C([Li])CCC.CON(C)[C:16]([CH:18]1[CH2:23][CH2:22][N:21]([C:24]([O:26][C:27]([CH3:30])([CH3:29])[CH3:28])=[O:25])[CH2:20][CH2:19]1)=[O:17], predict the reaction product. The product is: [CH3:7][N:5]1[CH:6]=[C:2]([C:16]([CH:18]2[CH2:23][CH2:22][N:21]([C:24]([O:26][C:27]([CH3:30])([CH3:29])[CH3:28])=[O:25])[CH2:20][CH2:19]2)=[O:17])[CH:3]=[N:4]1.